This data is from Catalyst prediction with 721,799 reactions and 888 catalyst types from USPTO. The task is: Predict which catalyst facilitates the given reaction. (1) Reactant: COC(N[C@@H]1C(=O)N2[C@H](C(O)=O)CCCN2C(=O)CC1)=O.BrC1C=C(N)C(N)=CC=1.CN(C(ON1N=NC2C=CC=NC1=2)=[N+](C)C)C.F[P-](F)(F)(F)(F)F.CCN(C(C)C)C(C)C.[CH3:64][O:65][C:66](=[O:92])[NH:67][C@H:68]1[CH2:74][CH2:73][C:72](=[O:75])[N:71]2[CH2:76][CH2:77][CH2:78][C@@H:79]([C:80](=O)[NH:81][C:82]3[CH:87]=[CH:86][C:85]([Br:88])=[CH:84][C:83]=3[NH2:89])[N:70]2[C:69]1=[O:91].C(O)(=O)C. Product: [CH3:64][O:65][C:66](=[O:92])[NH:67][C@H:68]1[CH2:74][CH2:73][C:72](=[O:75])[N:71]2[CH2:76][CH2:77][CH2:78][C@@H:79]([C:80]3[NH:81][C:82]4[CH:87]=[CH:86][C:85]([Br:88])=[CH:84][C:83]=4[N:89]=3)[N:70]2[C:69]1=[O:91]. The catalyst class is: 39. (2) Reactant: [CH2:1]([Mg]Br)[CH:2]([CH3:4])[CH3:3].[CH3:7][O:8][C:9](=[O:18])[C:10]1[CH:15]=[CH:14][C:13]([CH:16]=[O:17])=[CH:12][CH:11]=1. Product: [OH:17][CH:16]([C:13]1[CH:12]=[CH:11][C:10]([C:9]([O:8][CH3:7])=[O:18])=[CH:15][CH:14]=1)[CH2:1][CH:2]([CH3:4])[CH3:3]. The catalyst class is: 1. (3) Reactant: [H-].[Na+].[NH:3]1[C:7]2[CH:8]=[CH:9][CH:10]=[C:11]([C:12]([OH:14])=[O:13])[C:6]=2[N:5]=[CH:4]1.Br[CH2:16][C:17]1[CH:22]=[C:21]([Cl:23])[CH:20]=[CH:19][C:18]=1[O:24][CH2:25][C:26]1[CH:31]=[CH:30][C:29]([Cl:32])=[CH:28][C:27]=1[F:33]. Product: [Cl:23][C:21]1[CH:20]=[CH:19][C:18]([O:24][CH2:25][C:26]2[CH:31]=[CH:30][C:29]([Cl:32])=[CH:28][C:27]=2[F:33])=[C:17]([CH:22]=1)[CH2:16][N:3]1[C:7]2[CH:8]=[CH:9][CH:10]=[C:11]([C:12]([OH:14])=[O:13])[C:6]=2[N:5]=[CH:4]1. The catalyst class is: 3. (4) Reactant: C1CCCCC=1.C([O:14][C:15]1[CH:32]=[CH:31][C:18]2[CH:19]=[C:20]([C:23]3[CH:28]=[CH:27][C:26]([O:29][CH3:30])=[CH:25][CH:24]=3)[CH2:21][O:22][C:17]=2[CH:16]=1)C1C=CC=CC=1. Product: [OH:14][C:15]1[CH:32]=[CH:31][C:18]2[CH:19]=[C:20]([C:23]3[CH:28]=[CH:27][C:26]([O:29][CH3:30])=[CH:25][CH:24]=3)[CH2:21][O:22][C:17]=2[CH:16]=1. The catalyst class is: 261. (5) Reactant: [C:1]([O:5][C:6]([N:8]1[CH2:15][CH:14]2[O:16][CH:10]([CH2:11][NH:12][CH2:13]2)[CH2:9]1)=[O:7])([CH3:4])([CH3:3])[CH3:2].[C:17]([C:19]1[CH:24]=[CH:23][C:22]([CH2:25][CH2:26][CH2:27][N:28]([S:36]([CH3:39])(=[O:38])=[O:37])[CH2:29][CH2:30]OS(C)(=O)=O)=[CH:21][CH:20]=1)#[N:18].C([O-])([O-])=O.[K+].[K+]. Product: [C:1]([O:5][C:6]([N:8]1[CH2:9][CH:10]2[O:16][CH:14]([CH2:13][N:12]([CH2:30][CH2:29][N:28]([CH2:27][CH2:26][CH2:25][C:22]3[CH:23]=[CH:24][C:19]([C:17]#[N:18])=[CH:20][CH:21]=3)[S:36]([CH3:39])(=[O:38])=[O:37])[CH2:11]2)[CH2:15]1)=[O:7])([CH3:4])([CH3:2])[CH3:3]. The catalyst class is: 10. (6) Reactant: [Br:1][C:2]1[CH:7]=[CH:6][C:5]([N:8]=[CH:9][N:10](C)C)=[C:4]([C:13]#[N:14])[CH:3]=1.[N:15]1([C:20]2[CH:25]=[CH:24][C:23](N)=[CH:22][CH:21]=2)[CH:19]=[N:18][CH:17]=[N:16]1.C(OCC)C. Product: [Br:1][C:2]1[CH:3]=[C:4]2[C:5](=[CH:6][CH:7]=1)[N:8]=[CH:9][N:10]=[C:13]2[NH:14][C:23]1[CH:24]=[CH:25][C:20]([N:15]2[CH:19]=[N:18][CH:17]=[N:16]2)=[CH:21][CH:22]=1. The catalyst class is: 15. (7) Reactant: C([Mg]Br)C.I[C:6]1[CH:11]=[C:10]([C:12]([F:15])([F:14])[F:13])[CH:9]=[C:8]([C:16]([F:19])([F:18])[F:17])[CH:7]=1.[CH3:20][C:21]([NH:25][C:26](=[O:35])[O:27][CH2:28][C:29]1[CH:34]=[CH:33][CH:32]=[CH:31][CH:30]=1)([CH3:24])[CH:22]=[O:23].[NH4+].[Cl-]. Product: [F:17][C:16]([F:19])([F:18])[C:8]1[CH:7]=[C:6]([CH:22]([OH:23])[C:21]([NH:25][C:26](=[O:35])[O:27][CH2:28][C:29]2[CH:34]=[CH:33][CH:32]=[CH:31][CH:30]=2)([CH3:24])[CH3:20])[CH:11]=[C:10]([C:12]([F:15])([F:14])[F:13])[CH:9]=1. The catalyst class is: 20. (8) Reactant: [F:1][C:2]([F:37])([F:36])[C:3]1[CH:4]=[C:5]([CH:29]=[C:30]([C:32]([F:35])([F:34])[F:33])[CH:31]=1)[CH2:6][S:7]([N:10]([CH2:12][C:13]1[CH:17]=[C:16]([C:18]([O:20]C)=[O:19])[N:15]([C:22]2[C:27]([Cl:28])=[CH:26][CH:25]=[CH:24][N:23]=2)[N:14]=1)[CH3:11])(=[O:9])=[O:8].[OH-].[Na+]. Product: [F:36][C:2]([F:1])([F:37])[C:3]1[CH:4]=[C:5]([CH:29]=[C:30]([C:32]([F:35])([F:33])[F:34])[CH:31]=1)[CH2:6][S:7]([N:10]([CH2:12][C:13]1[CH:17]=[C:16]([C:18]([OH:20])=[O:19])[N:15]([C:22]2[C:27]([Cl:28])=[CH:26][CH:25]=[CH:24][N:23]=2)[N:14]=1)[CH3:11])(=[O:9])=[O:8]. The catalyst class is: 5. (9) Reactant: C([Li])CCC.C[CH2:7][O:8]CC.[C:11]([Si:15]([O:18][CH:19]1[C:28]2[C:23](=[CH:24][CH:25]=[CH:26][CH:27]=2)[O:22][CH2:21][CH2:20]1)([CH3:17])[CH3:16])([CH3:14])([CH3:13])[CH3:12]. Product: [C:11]([Si:15]([CH3:17])([CH3:16])[O:18][CH:19]1[C:28]2[C:23](=[C:24]([CH:7]=[O:8])[CH:25]=[CH:26][CH:27]=2)[O:22][CH2:21][CH2:20]1)([CH3:14])([CH3:12])[CH3:13]. The catalyst class is: 3.